This data is from Reaction yield outcomes from USPTO patents with 853,638 reactions. The task is: Predict the reaction yield, written as a fraction of the theoretical maximum amount of product (1.0 means a 100% yield; for example, 0.34 means a 34% yield). (1) The reactants are [F:1][C:2]1[CH:7]=[C:6]([F:8])[CH:5]=[CH:4][C:3]=1[C:9]1[N:10]=[C:11]2[N:15]([C:16]=1I)[CH:14]=[CH:13][O:12]2.C([Mg]Cl)(C)C.I[C:24]1[CH:25]=[CH:26][C:27]2[N:28]([C:30]([CH:33]([CH3:35])[CH3:34])=[N:31][N:32]=2)[N:29]=1. The catalyst is C1COCC1.CN(C=O)C.[Cl-].[Zn+2].[Cl-].C1C=CC([P]([Pd]([P](C2C=CC=CC=2)(C2C=CC=CC=2)C2C=CC=CC=2)([P](C2C=CC=CC=2)(C2C=CC=CC=2)C2C=CC=CC=2)[P](C2C=CC=CC=2)(C2C=CC=CC=2)C2C=CC=CC=2)(C2C=CC=CC=2)C2C=CC=CC=2)=CC=1. The product is [F:1][C:2]1[CH:7]=[C:6]([F:8])[CH:5]=[CH:4][C:3]=1[C:9]1[N:10]=[C:11]2[N:15]([C:16]=1[C:24]1[CH:25]=[CH:26][C:27]3[N:28]([C:30]([CH:33]([CH3:35])[CH3:34])=[N:31][N:32]=3)[N:29]=1)[CH:14]=[CH:13][O:12]2. The yield is 0.220. (2) The reactants are Cl[CH2:2][C:3]([NH:5][C:6]1[CH:11]=[CH:10][CH:9]=[CH:8][CH:7]=1)=[O:4].[CH3:12][NH:13][CH3:14]. The catalyst is O. The product is [CH3:12][N:13]([CH2:2][C:3]([NH:5][C:6]1[CH:11]=[CH:10][CH:9]=[CH:8][CH:7]=1)=[O:4])[CH3:14]. The yield is 0.970. (3) The reactants are C(=O)([O-])[O-].[Cs+].[Cs+].[CH3:7][C:8]1[C:16]2[C:11](=[N:12][CH:13]=[N:14][C:15]=2[NH2:17])[NH:10][N:9]=1.[Cl:18][C:19]1[C:24]([C:25]#[N:26])=[C:23]([N:27]2[CH2:30][CH:29]([O:31][CH3:32])[CH2:28]2)[C:22]([O:33][CH2:34][CH3:35])=[C:21]([CH:36](Cl)[CH3:37])[CH:20]=1.CN(C)C=O. The catalyst is CCOC(C)=O. The product is [NH2:17][C:15]1[N:14]=[CH:13][N:12]=[C:11]2[N:10]([CH:36]([C:21]3[CH:20]=[C:19]([Cl:18])[C:24]([C:25]#[N:26])=[C:23]([N:27]4[CH2:30][CH:29]([O:31][CH3:32])[CH2:28]4)[C:22]=3[O:33][CH2:34][CH3:35])[CH3:37])[N:9]=[C:8]([CH3:7])[C:16]=12. The yield is 0.200. (4) The product is [F:1][C:2]([F:40])([F:39])[CH:3]([C:30]1[CH:35]=[C:34]([Cl:36])[C:33]([Cl:37])=[C:32]([Cl:38])[CH:31]=1)/[CH:4]=[CH:5]/[C:6]1[CH:25]=[CH:24][C:9]([C:10]([NH:12][C:13]2([C:16](=[S:42])[NH:17][CH2:18][C:19]([F:22])([F:21])[F:20])[CH2:15][CH2:14]2)=[O:11])=[C:8]([C:26]([F:29])([F:28])[F:27])[CH:7]=1. The reactants are [F:1][C:2]([F:40])([F:39])[CH:3]([C:30]1[CH:35]=[C:34]([Cl:36])[C:33]([Cl:37])=[C:32]([Cl:38])[CH:31]=1)/[CH:4]=[CH:5]/[C:6]1[CH:25]=[CH:24][C:9]([C:10]([NH:12][C:13]2([C:16](=O)[NH:17][CH2:18][C:19]([F:22])([F:21])[F:20])[CH2:15][CH2:14]2)=[O:11])=[C:8]([C:26]([F:29])([F:28])[F:27])[CH:7]=1.P12(SP3(SP(SP(S3)(S1)=S)(=S)S2)=S)=[S:42].C[Si](C)(C)O[Si](C)(C)C. The yield is 0.180. The catalyst is C(Cl)Cl. (5) The reactants are [CH:1]1([N:6]2[CH:10]=[C:9]([N+:11]([O-:13])=[O:12])[CH:8]=[C:7]2[C:14]([O:16]CC)=[O:15])[CH2:5][CH2:4][CH2:3][CH2:2]1.[OH-].[Na+].Cl. The catalyst is C(O)C.O. The product is [CH:1]1([N:6]2[CH:10]=[C:9]([N+:11]([O-:13])=[O:12])[CH:8]=[C:7]2[C:14]([OH:16])=[O:15])[CH2:2][CH2:3][CH2:4][CH2:5]1. The yield is 0.890. (6) The reactants are [Cl:1][C:2]1[CH:7]=[C:6]([Cl:8])[CH:5]=[CH:4][C:3]=1[NH:9][C:10]1[N:14]([CH2:15][CH2:16][CH2:17]O)[C:13]2[C:19]([C:23]([O:25][CH3:26])=[O:24])=[CH:20][CH:21]=[CH:22][C:12]=2[N:11]=1.CS(Cl)(=O)=O.C(=O)([O-])[O-].[K+].[K+]. The catalyst is O1CCCC1.C(N(CC)CC)C.C(=O)([O-])O.[Na+].CN(C)C=O.O. The product is [Cl:1][C:2]1[CH:7]=[C:6]([Cl:8])[CH:5]=[CH:4][C:3]=1[N:9]1[C:10]2=[N:11][C:12]3[C:13](=[C:19]([C:23]([O:25][CH3:26])=[O:24])[CH:20]=[CH:21][CH:22]=3)[N:14]2[CH2:15][CH2:16][CH2:17]1. The yield is 0.730. (7) The product is [Cl:32][C:21]1[CH:22]=[C:23]([C:26]2[CH:27]=[N:28][CH:29]=[CH:30][CH:31]=2)[CH:24]=[CH:25][C:20]=1[CH2:19][CH:15]1[CH2:16][CH2:17][CH2:18][N:13]([C@H:10]2[CH2:11][CH2:12][C@H:7]([OH:6])[CH2:8][CH2:9]2)[C:14]1=[O:33]. The reactants are C([Si](C)(C)[O:6][C@H:7]1[CH2:12][CH2:11][C@H:10]([N:13]2[CH2:18][CH2:17][CH2:16][CH:15]([CH2:19][C:20]3[CH:25]=[CH:24][C:23]([C:26]4[CH:27]=[N:28][CH:29]=[CH:30][CH:31]=4)=[CH:22][C:21]=3[Cl:32])[C:14]2=[O:33])[CH2:9][CH2:8]1)(C)(C)C. The catalyst is CO. The yield is 0.840. (8) The reactants are [CH2:1]([O:3][C:4](=[O:32])[CH:5]([C:11]1[CH:16]=[C:15]([O:17][CH2:18][C:19]([F:22])([F:21])[F:20])[C:14]([N+:23]([O-:25])=[O:24])=[C:13]([O:26][CH2:27][C:28]([F:31])([F:30])[F:29])[CH:12]=1)C(OCC)=O)[CH3:2]. The catalyst is CC(O)=O. The product is [CH2:1]([O:3][C:4](=[O:32])[CH2:5][C:11]1[CH:12]=[C:13]([O:26][CH2:27][C:28]([F:31])([F:30])[F:29])[C:14]([N+:23]([O-:25])=[O:24])=[C:15]([O:17][CH2:18][C:19]([F:21])([F:22])[F:20])[CH:16]=1)[CH3:2]. The yield is 0.570.